The task is: Predict which catalyst facilitates the given reaction.. This data is from Catalyst prediction with 721,799 reactions and 888 catalyst types from USPTO. (1) Reactant: [Cl:1][C:2]1[C:3]([O:12][C:13]2[CH:14]=[N:15][C:16]([C:19]([C:22]3([C:25]4[CH:30]=[CH:29][C:28]([F:31])=[CH:27][C:26]=4[F:32])[CH2:24][O:23]3)([F:21])[F:20])=[CH:17][CH:18]=2)=[N:4][CH:5]=[C:6]([C:8]([F:11])([F:10])[F:9])[CH:7]=1.[NH:33]1[CH:37]=[N:36][N:35]=[N:34]1.C(=O)([O-])[O-].[K+].[K+]. Product: [Cl:1][C:2]1[C:3]([O:12][C:13]2[CH:18]=[CH:17][C:16]([C:19]([F:21])([F:20])[C:22]([C:25]3[CH:30]=[CH:29][C:28]([F:31])=[CH:27][C:26]=3[F:32])([OH:23])[CH2:24][N:33]3[CH:37]=[N:36][N:35]=[N:34]3)=[N:15][CH:14]=2)=[N:4][CH:5]=[C:6]([C:8]([F:11])([F:10])[F:9])[CH:7]=1. The catalyst class is: 549. (2) Reactant: C([O:5][C:6](=O)[NH:7][CH:8]1[CH2:13][CH2:12][CH:11]([N:14]2[C:19](=[O:20])[C:18]3[CH:21]=[C:22]([F:25])[CH:23]=[N:24][C:17]=3[N:16]([CH2:26][CH2:27][CH2:28][N:29]([CH3:31])[CH3:30])[C:15]2=[O:32])[CH2:10][CH2:9]1)(C)(C)C.Cl.O1CCOCC1.[F:41][C:42]1[CH:43]=[CH:44][C:45]2[N:46]([CH:48]=[C:49](C(O)=O)[N:50]=2)[CH:47]=1.C(N(CC)C(C)C)(C)C. Product: [CH3:31][N:29]([CH3:30])[CH2:28][CH2:27][CH2:26][N:16]1[C:17]2[N:24]=[CH:23][C:22]([F:25])=[CH:21][C:18]=2[C:19](=[O:20])[N:14]([C@@H:11]2[CH2:10][CH2:9][C@H:8]([NH:7][C:6]([C:49]3[N:50]=[C:45]4[CH:44]=[CH:43][C:42]([F:41])=[CH:47][N:46]4[CH:48]=3)=[O:5])[CH2:13][CH2:12]2)[C:15]1=[O:32]. The catalyst class is: 255. (3) Reactant: C(=O)([O-])[O-].[K+].[K+].CS([C:11]1[N:16]=[C:15]([O:17][CH3:18])[CH:14]=[C:13]([O:19][CH3:20])[N:12]=1)(=O)=O.[C:21]([CH2:23][C:24]([O:26][C:27]([CH3:30])([CH3:29])[CH3:28])=[O:25])#[N:22]. Product: [C:21]([CH:23]([C:11]1[N:16]=[C:15]([O:17][CH3:18])[CH:14]=[C:13]([O:19][CH3:20])[N:12]=1)[C:24]([O:26][C:27]([CH3:30])([CH3:29])[CH3:28])=[O:25])#[N:22]. The catalyst class is: 9. (4) The catalyst class is: 5. Reactant: [CH3:1][NH:2][C:3]([NH2:5])=[O:4].[CH2:6]=[C:7]1[O:10][C:9](=O)[CH2:8]1. Product: [CH3:1][N:2]1[C:7]([CH3:6])=[CH:8][C:9](=[O:10])[NH:5][C:3]1=[O:4]. (5) Reactant: [CH2:1]([O:3][C:4]([O:6][C:7]1[CH:15]=[CH:14][CH:13]=[CH:12][C:8]=1[C:9](Cl)=[O:10])=[O:5])[CH3:2].[C:16]1([C:22]([O:24][OH:25])=[O:23])[CH:21]=[CH:20][CH:19]=[CH:18][CH:17]=1.N1C=CC=CC=1.O. Product: [CH2:1]([O:3][C:4]([O:6][C:7]1[CH:15]=[CH:14][CH:13]=[CH:12][C:8]=1[C:9]([O:25][O:24][C:22](=[O:23])[C:16]1[CH:21]=[CH:20][CH:19]=[CH:18][CH:17]=1)=[O:10])=[O:5])[CH3:2]. The catalyst class is: 452. (6) Reactant: Cl.[NH2:2][CH2:3][C:4]1([C:17](=[O:29])[NH:18][C:19]2[CH:24]=[CH:23][C:22]([C:25]([F:28])([F:27])[F:26])=[CH:21][N:20]=2)[CH2:9][CH2:8][N:7](C(OC(C)(C)C)=O)[CH2:6][CH2:5]1. Product: [NH2:2][CH2:3][C:4]1([C:17]([NH:18][C:19]2[CH:24]=[CH:23][C:22]([C:25]([F:28])([F:27])[F:26])=[CH:21][N:20]=2)=[O:29])[CH2:9][CH2:8][NH:7][CH2:6][CH2:5]1. The catalyst class is: 12. (7) Reactant: [NH2:1][C@H:2]([CH3:28])[CH2:3][N:4]1[C:8]2=[N:9][CH:10]=[N:11][C:12]([NH2:13])=[C:7]2[C:6]([C:14]2[CH:19]=[CH:18][C:17]([O:20][C:21]3[CH:26]=[CH:25][CH:24]=[CH:23][CH:22]=3)=[CH:16][C:15]=2[F:27])=[N:5]1.[C:29]([CH2:31][C:32](O)=[O:33])#[N:30].CN(C(ON1N=NC2C=CC=NC1=2)=[N+](C)C)C.F[P-](F)(F)(F)(F)F. Product: [NH2:13][C:12]1[N:11]=[CH:10][N:9]=[C:8]2[N:4]([CH2:3][C@H:2]([NH:1][C:32](=[O:33])[CH2:31][C:29]#[N:30])[CH3:28])[N:5]=[C:6]([C:14]3[CH:19]=[CH:18][C:17]([O:20][C:21]4[CH:22]=[CH:23][CH:24]=[CH:25][CH:26]=4)=[CH:16][C:15]=3[F:27])[C:7]=12. The catalyst class is: 3. (8) Reactant: C([N:8]1[CH2:13][CH2:12][C:11]([NH:17][CH2:18][CH3:19])([C:14]([NH2:16])=[O:15])[CH2:10][CH2:9]1)C1C=CC=CC=1. Product: [CH2:18]([NH:17][C:11]1([C:14]([NH2:16])=[O:15])[CH2:12][CH2:13][NH:8][CH2:9][CH2:10]1)[CH3:19]. The catalyst class is: 105. (9) Reactant: [CH3:1][C@:2]1([CH2:10][N:11]2[C:15]3[CH:16]=[C:17]([C:20]#[N:21])[CH:18]=[CH:19][C:14]=3[N:13]=[CH:12]2)[CH2:9][CH2:8][CH2:7][C@:4]2([O:6][CH2:5]2)[CH2:3]1.[CH2:22]([NH2:25])[C:23]#[CH:24].C1N=CN([C:31](N2C=NC=C2)=[O:32])C=1.O1CCOCC1. Product: [CH3:1][C@:2]1([CH2:10][N:11]2[C:15]3[CH:16]=[C:17]([C:20]#[N:21])[CH:18]=[CH:19][C:14]=3[N:13]=[CH:12]2)[CH2:9][CH2:8][CH2:7][C@:4]2([O:6][C:31](=[O:32])[N:25]([CH2:22][C:23]#[CH:24])[CH2:5]2)[CH2:3]1. The catalyst class is: 5. (10) Reactant: [NH2:1][CH2:2][C:3]1[CH:15]=[C:14]2[C:6]([C:7]3[C:8]([C:19]4[CH:24]=[CH:23][CH:22]=[C:21]([N:25]5[CH2:33][C:32]6[C:27](=[CH:28][CH:29]=[CH:30][CH:31]=6)[C:26]5=[O:34])[C:20]=4[CH3:35])=[CH:9][CH:10]=[C:11]([C:16]([NH2:18])=[O:17])[C:12]=3[NH:13]2)=[CH:5][CH:4]=1.[N:36]([CH:39]([CH3:41])[CH3:40])=[C:37]=[O:38]. Product: [CH:39]([NH:36][C:37](=[O:38])[NH:1][CH2:2][C:3]1[CH:15]=[C:14]2[C:6]([C:7]3[C:8]([C:19]4[CH:24]=[CH:23][CH:22]=[C:21]([N:25]5[CH2:33][C:32]6[C:27](=[CH:28][CH:29]=[CH:30][CH:31]=6)[C:26]5=[O:34])[C:20]=4[CH3:35])=[CH:9][CH:10]=[C:11]([C:16]([NH2:18])=[O:17])[C:12]=3[NH:13]2)=[CH:5][CH:4]=1)([CH3:41])[CH3:40]. The catalyst class is: 1.